Dataset: Reaction yield outcomes from USPTO patents with 853,638 reactions. Task: Predict the reaction yield, written as a fraction of the theoretical maximum amount of product (1.0 means a 100% yield; for example, 0.34 means a 34% yield). (1) The reactants are [CH:1]1[C:8]([CH:9]([CH3:11])[CH3:10])=[CH:7][CH:6]=[C:4]([CH3:5])[C:2]=1[OH:3].[F:12][C:13]1[CH:14]=[C:15]([CH:25]([NH:27][C:28]([C:30]2[N:31]=[C:32](Cl)[O:33][CH:34]=2)=[O:29])[CH3:26])[CH:16]=[C:17]([F:24])[C:18]=1[NH:19][S:20]([CH3:23])(=[O:22])=[O:21].C([O-])([O-])=O.[K+].[K+]. No catalyst specified. The product is [F:24][C:17]1[CH:16]=[C:15]([CH:25]([NH:27][C:28]([C:30]2[N:31]=[C:32]([O:3][C:2]3[CH:1]=[C:8]([CH:9]([CH3:11])[CH3:10])[CH:7]=[CH:6][C:4]=3[CH3:5])[O:33][CH:34]=2)=[O:29])[CH3:26])[CH:14]=[C:13]([F:12])[C:18]=1[NH:19][S:20]([CH3:23])(=[O:22])=[O:21]. The yield is 0.770. (2) The reactants are [NH:1]1[CH:5]=[C:4]([C:6]2[CH:11]=[CH:10][N:9]=[C:8]3[N:12]([CH2:15][O:16][CH2:17][CH2:18][Si:19]([CH3:22])([CH3:21])[CH3:20])[CH:13]=[CH:14][C:7]=23)[CH:3]=[N:2]1.[CH2:23]([O:25][C:26](=[O:31])[CH:27]=[C:28]([CH3:30])[CH3:29])[CH3:24].C(=O)([O-])[O-].[Cs+].[Cs+]. The catalyst is CN(C=O)C.O. The product is [CH3:29][C:28]([N:1]1[CH:5]=[C:4]([C:6]2[CH:11]=[CH:10][N:9]=[C:8]3[N:12]([CH2:15][O:16][CH2:17][CH2:18][Si:19]([CH3:22])([CH3:21])[CH3:20])[CH:13]=[CH:14][C:7]=23)[CH:3]=[N:2]1)([CH3:30])[CH2:27][C:26]([O:25][CH2:23][CH3:24])=[O:31]. The yield is 0.790.